From a dataset of Catalyst prediction with 721,799 reactions and 888 catalyst types from USPTO. Predict which catalyst facilitates the given reaction. (1) Reactant: [Cl:1][C:2]1[CH:3]=[CH:4][N:5]2[C:10]=1[C:9](O)=[N:8][C:7]([C:12]1([NH:15][C:16](=[O:22])[O:17][C:18]([CH3:21])([CH3:20])[CH3:19])[CH2:14][CH2:13]1)=[N:6]2.F[P-](F)(F)(F)(F)F.[N:30]1(O[P+](N(C)C)(N(C)C)N(C)C)[C:34]2[CH:35]=[CH:36][CH:37]=[CH:38][C:33]=2[N:32]=N1.C1CCN2C(=NCCC2)CC1.N1C=CC=CC=1CN. Product: [Cl:1][C:2]1[CH:3]=[CH:4][N:5]2[C:10]=1[C:9]([NH:32][CH2:33][C:38]1[CH:37]=[CH:36][CH:35]=[CH:34][N:30]=1)=[N:8][C:7]([C:12]1([NH:15][C:16](=[O:22])[O:17][C:18]([CH3:21])([CH3:20])[CH3:19])[CH2:14][CH2:13]1)=[N:6]2. The catalyst class is: 10. (2) Reactant: C([O:8][C:9](=[O:31])[CH:10]([C:21]1[CH:26]=[CH:25][C:24]([C:27]([CH3:30])([CH3:29])[CH3:28])=[CH:23][CH:22]=1)[CH2:11][C:12]1[CH:17]=[CH:16][C:15]([N+:18]([O-:20])=[O:19])=[CH:14][CH:13]=1)C1C=CC=CC=1.[OH-].[Na+].Cl. Product: [C:27]([C:24]1[CH:23]=[CH:22][C:21]([CH:10]([CH2:11][C:12]2[CH:17]=[CH:16][C:15]([N+:18]([O-:20])=[O:19])=[CH:14][CH:13]=2)[C:9]([OH:31])=[O:8])=[CH:26][CH:25]=1)([CH3:30])([CH3:28])[CH3:29]. The catalyst class is: 193. (3) Reactant: [CH2:1]([CH:3]1[C:8](=[O:9])[NH:7][C:6]2[CH:10]=[CH:11][C:12]([N+:14]([O-:16])=[O:15])=[CH:13][C:5]=2[O:4]1)[CH3:2].C(=O)([O-])[O-].[K+].[K+].I[CH2:24][CH3:25].O. Product: [CH2:1]([CH:3]1[C:8](=[O:9])[N:7]([CH2:24][CH3:25])[C:6]2[CH:10]=[CH:11][C:12]([N+:14]([O-:16])=[O:15])=[CH:13][C:5]=2[O:4]1)[CH3:2]. The catalyst class is: 3. (4) Reactant: [CH3:1][C:2]1[O:6][N:5]=[C:4]([C:7]2[CH:12]=[CH:11][CH:10]=[CH:9][CH:8]=2)[C:3]=1[CH2:13][OH:14].[CH2:15]([O:17][C:18]([C:20]1[CH:25]=[CH:24][C:23](O)=[CH:22][N:21]=1)=[O:19])[CH3:16].C1(P(C2C=CC=CC=2)C2C=CC=CC=2)C=CC=CC=1.N(C(OCC)=O)=NC(OCC)=O. Product: [CH2:15]([O:17][C:18]([C:20]1[CH:25]=[CH:24][C:23]([O:14][CH2:13][C:3]2[C:4]([C:7]3[CH:12]=[CH:11][CH:10]=[CH:9][CH:8]=3)=[N:5][O:6][C:2]=2[CH3:1])=[CH:22][N:21]=1)=[O:19])[CH3:16]. The catalyst class is: 182. (5) Reactant: [CH3:1][NH2:2].Cl.[OH-].[Na+].[CH3:6][O:7][C:8]1[CH:13]=[CH:12][N:11]=[C:10]2[N:14]([CH:17]([C:21]3[CH:26]=[CH:25][CH:24]=[CH:23][CH:22]=3)[CH2:18][CH:19]=O)[CH:15]=[CH:16][C:9]=12.O. Product: [CH3:6][O:7][C:8]1[CH:13]=[CH:12][N:11]=[C:10]2[N:14]([CH:17]([C:21]3[CH:26]=[CH:25][CH:24]=[CH:23][CH:22]=3)[CH2:18][CH2:19][NH:2][CH3:1])[CH:15]=[CH:16][C:9]=12. The catalyst class is: 5. (6) Reactant: [CH2:1]([C:4]1[CH:11]=[CH:10][C:7]([CH2:8]O)=[CH:6][CH:5]=1)[CH2:2][CH3:3].S(Cl)([Cl:14])=O. Product: [CH2:1]([C:4]1[CH:11]=[CH:10][C:7]([CH2:8][Cl:14])=[CH:6][CH:5]=1)[CH2:2][CH3:3]. The catalyst class is: 22. (7) Reactant: [F:1][C:2]1[CH:24]=[C:23]([F:25])[CH:22]=[CH:21][C:3]=1[O:4][C:5]1[CH:6]=[C:7]2[C:11](=[CH:12][C:13]=1[C:14]([OH:16])=[O:15])[N:10]([CH2:17][CH:18]([CH3:20])[CH3:19])[N:9]=[CH:8]2.O[N:27]1[C:31](=[O:32])[CH2:30][CH2:29][C:28]1=[O:33].CCN=C=NCCCN(C)C. Product: [O:33]=[C:28]1[CH2:29][CH2:30][C:31](=[O:32])[N:27]1[O:15][C:14]([C:13]1[CH:12]=[C:11]2[C:7]([CH:8]=[N:9][N:10]2[CH2:17][CH:18]([CH3:20])[CH3:19])=[CH:6][C:5]=1[O:4][C:3]1[CH:21]=[CH:22][C:23]([F:25])=[CH:24][C:2]=1[F:1])=[O:16]. The catalyst class is: 2. (8) Reactant: [Cl:1][C:2]1[C:3]([O:12][C:13]2[CH:18]=[C:17]([O:19][CH:20]([CH3:22])[CH3:21])[CH:16]=[CH:15][C:14]=2[CH2:23][CH2:24][CH2:25][CH2:26][OH:27])=[N:4][CH:5]=[C:6]([C:8]([F:11])([F:10])[F:9])[CH:7]=1.O[C:29]1[CH:33]=[C:32]([CH2:34][CH2:35][C:36]([O:38]CC)=[O:37])[N:31]([CH3:41])[N:30]=1.C(P(CCCC)CCCC)CCC.N(C(N1CCCCC1)=O)=NC(N1CCCCC1)=O.O1CCCC1CO.[OH-].[Na+].Cl. Product: [Cl:1][C:2]1[C:3]([O:12][C:13]2[CH:18]=[C:17]([O:19][CH:20]([CH3:21])[CH3:22])[CH:16]=[CH:15][C:14]=2[CH2:23][CH2:24][CH2:25][CH2:26][O:27][C:29]2[CH:33]=[C:32]([CH2:34][CH2:35][C:36]([OH:38])=[O:37])[N:31]([CH3:41])[N:30]=2)=[N:4][CH:5]=[C:6]([C:8]([F:11])([F:10])[F:9])[CH:7]=1. The catalyst class is: 7. (9) Reactant: [CH3:1][O:2][C:3](=[O:15])[C:4]1[CH:9]=[CH:8][C:7]([O:10][CH2:11][CH2:12][CH2:13]Br)=[CH:6][CH:5]=1.[Na+].[CH3:17][S:18]([O-:20])=[O:19]. The catalyst class is: 3. Product: [CH3:1][O:2][C:3](=[O:15])[C:4]1[CH:9]=[CH:8][C:7]([O:10][CH2:11][CH2:12][CH2:13][S:18]([CH3:17])(=[O:20])=[O:19])=[CH:6][CH:5]=1. (10) Reactant: [CH:1]1N=[CH:4][N:3]([C:6]([N:8]2C=N[CH:10]=[CH:9]2)=[O:7])[CH:2]=1.[NH2:13][CH2:14][C:15]1[CH:22]=[CH:21]C(C#N)=[CH:17][CH:16]=1.CCN(C(C)C)C(C)C.Cl.Cl.N1C[CH2:38][CH:37]([CH2:40][C:41]2[CH:46]=[CH:45][N:44]=[CH:43][CH:42]=2)CC1. Product: [C:14]([C:15]1[CH:22]=[CH:21][C:10]([CH2:9][NH:8][C:6]([N:3]2[CH2:2][CH2:1][CH:37]([CH2:40][C:41]3[CH:42]=[CH:43][N:44]=[CH:45][CH:46]=3)[CH2:38][CH2:4]2)=[O:7])=[CH:17][CH:16]=1)#[N:13]. The catalyst class is: 2.